Task: Predict which catalyst facilitates the given reaction.. Dataset: Catalyst prediction with 721,799 reactions and 888 catalyst types from USPTO (1) Reactant: C(OC([N:8]1[CH2:13][CH2:12][CH:11]([CH2:14][C:15]#[C:16][C:17]2[N:25]=[C:24]3[C:20]([N:21]=[CH:22][N:23]3[C@@H:26]3[CH2:30][C@H:29]([NH:31][C:32](=[O:35])[CH2:33][OH:34])[C@@H:28]([OH:36])[C@H:27]3[OH:37])=[C:19]([NH:38][C@H:39]([CH2:47][OH:48])[CH2:40][C:41]3[CH:46]=[CH:45][CH:44]=[CH:43][CH:42]=3)[N:18]=2)[CH2:10][CH2:9]1)=O)(C)(C)C. Product: [OH:36][C@H:28]1[C@@H:27]([OH:37])[C@H:26]([N:23]2[CH:22]=[N:21][C:20]3[C:24]2=[N:25][C:17]([C:16]#[C:15][CH2:14][CH:11]2[CH2:12][CH2:13][NH:8][CH2:9][CH2:10]2)=[N:18][C:19]=3[NH:38][C@H:39]([CH2:47][OH:48])[CH2:40][C:41]2[CH:42]=[CH:43][CH:44]=[CH:45][CH:46]=2)[CH2:30][C@@H:29]1[NH:31][C:32](=[O:35])[CH2:33][OH:34]. The catalyst class is: 209. (2) Product: [C:18]([O:17][C:15]([N:11]1[CH2:12][CH2:13][CH2:14][CH:10]1[C:8]1[S:9][C:5]([C:3]([OH:4])=[O:2])=[CH:6][CH:7]=1)=[O:16])([CH3:21])([CH3:19])[CH3:20]. Reactant: C[O:2][C:3]([C:5]1[S:9][C:8]([CH:10]2[CH2:14][CH2:13][CH2:12][N:11]2[C:15]([O:17][C:18]([CH3:21])([CH3:20])[CH3:19])=[O:16])=[CH:7][CH:6]=1)=[O:4].[OH-].[Li+]. The catalyst class is: 20. (3) Reactant: C(O[C:4]([C:6]1[N:11]=[C:10]([C:12]#[N:13])[C:9]2[N:14]=[C:15]([C:17]3[CH:22]=[CH:21][CH:20]=[CH:19][CH:18]=3)[S:16][C:8]=2[C:7]=1[OH:23])=[O:5])C.[NH2:24][CH2:25][C:26]([OH:28])=[O:27]. Product: [C:12]([C:10]1[C:9]2[N:14]=[C:15]([C:17]3[CH:22]=[CH:21][CH:20]=[CH:19][CH:18]=3)[S:16][C:8]=2[C:7]([OH:23])=[C:6]([C:4]([NH:24][CH2:25][C:26]([OH:28])=[O:27])=[O:5])[N:11]=1)#[N:13]. The catalyst class is: 779. (4) Reactant: [H-].[Na+].[C:3]([O:7][C:8]([N:10]1[CH2:14][C@@H:13]([CH2:15][N:16]([CH:33]([CH3:35])[CH3:34])[C:17](=[O:32])[C:18]2[CH:23]=[CH:22][C:21]([O:24][CH3:25])=[C:20]([O:26][CH2:27][CH2:28][CH2:29][O:30][CH3:31])[CH:19]=2)[C@H:12]([CH2:36][OH:37])[CH2:11]1)=[O:9])([CH3:6])([CH3:5])[CH3:4].[CH:38]1([CH2:44][N:45]([CH3:49])[C:46](Cl)=[O:47])[CH2:43][CH2:42][CH2:41][CH2:40][CH2:39]1.[NH4+].[Cl-]. Product: [C:3]([O:7][C:8]([N:10]1[CH2:14][C@@H:13]([CH2:15][N:16]([CH:33]([CH3:34])[CH3:35])[C:17](=[O:32])[C:18]2[CH:23]=[CH:22][C:21]([O:24][CH3:25])=[C:20]([O:26][CH2:27][CH2:28][CH2:29][O:30][CH3:31])[CH:19]=2)[C@H:12]([CH2:36][O:37][C:46](=[O:47])[N:45]([CH2:44][CH:38]2[CH2:43][CH2:42][CH2:41][CH2:40][CH2:39]2)[CH3:49])[CH2:11]1)=[O:9])([CH3:6])([CH3:5])[CH3:4]. The catalyst class is: 49. (5) Reactant: [C:1](OC(=O)C)(=[O:3])C.[CH:8]1([NH:11][C:12]([NH:14][C:15]2[CH:20]=[CH:19][C:18]([O:21][C:22]3[CH:27]=[CH:26][N:25]=[C:24]4[CH:28]=[C:29]([C:31]5[CH:36]=[CH:35][C:34]([CH2:37][NH:38][CH2:39][CH2:40][O:41][CH3:42])=[CH:33][N:32]=5)[S:30][C:23]=34)=[C:17]([F:43])[CH:16]=2)=[O:13])[CH2:10][CH2:9]1.CO.C(Cl)Cl. Product: [CH:8]1([NH:11][C:12](=[O:13])[NH:14][C:15]2[CH:20]=[CH:19][C:18]([O:21][C:22]3[CH:27]=[CH:26][N:25]=[C:24]4[CH:28]=[C:29]([C:31]5[N:32]=[CH:33][C:34]([CH2:37][N:38]([CH2:39][CH2:40][O:41][CH3:42])[CH:1]=[O:3])=[CH:35][CH:36]=5)[S:30][C:23]=34)=[C:17]([F:43])[CH:16]=2)[CH2:10][CH2:9]1. The catalyst class is: 106.